This data is from Full USPTO retrosynthesis dataset with 1.9M reactions from patents (1976-2016). The task is: Predict the reactants needed to synthesize the given product. (1) Given the product [ClH:11].[NH2:23][C:20]1[N:19]=[C:18]([CH3:31])[C:17]([CH2:16][NH:15][C:13](=[O:14])[CH2:12][C:7]2[C:8]([Cl:11])=[CH:9][CH:10]=[C:5]([NH:4][CH2:3][C:2]([F:1])([F:39])[C:33]3[CH:34]=[CH:35][CH:36]=[CH:37][CH:38]=3)[C:6]=2[F:32])=[CH:22][CH:21]=1, predict the reactants needed to synthesize it. The reactants are: [F:1][C:2]([F:39])([C:33]1[CH:38]=[CH:37][CH:36]=[CH:35][CH:34]=1)[CH2:3][NH:4][C:5]1[C:6]([F:32])=[C:7]([CH2:12][C:13]([NH:15][CH2:16][C:17]2[C:18]([CH3:31])=[N:19][C:20]([NH:23]C(OC(C)(C)C)=O)=[CH:21][CH:22]=2)=[O:14])[C:8]([Cl:11])=[CH:9][CH:10]=1.Cl.O1CCOCC1. (2) Given the product [Br:20][C:18]1[CH:17]=[CH:16][C:14]2[CH:15]=[C:11]([CH2:9][C:7]3[O:8][C:4]4[CH:3]=[C:2]([Br:1])[CH:22]=[CH:21][C:5]=4[CH:6]=3)[O:12][C:13]=2[CH:19]=1, predict the reactants needed to synthesize it. The reactants are: [Br:1][C:2]1[CH:22]=[CH:21][C:5]2[CH:6]=[C:7]([C:9]([C:11]3[O:12][C:13]4[CH:19]=[C:18]([Br:20])[CH:17]=[CH:16][C:14]=4[CH:15]=3)=O)[O:8][C:4]=2[CH:3]=1. (3) Given the product [OH:31][C:30]1[C:3]([CH3:1])=[C:4]([CH:27]=[CH:28][C:29]=1[C:32]([F:35])([F:33])[F:34])[CH2:5][N:6]([C:21](=[O:26])[C:22]([F:23])([F:24])[F:25])[C:7]1[CH:20]=[CH:19][C:10]2[C@H:11]([CH2:14][C:15]([O:17][CH3:18])=[O:16])[CH2:12][O:13][C:9]=2[CH:8]=1, predict the reactants needed to synthesize it. The reactants are: [CH:1]([C:3]1[C:30]([OH:31])=[C:29]([C:32]([F:35])([F:34])[F:33])[CH:28]=[CH:27][C:4]=1[CH2:5][N:6]([C:21](=[O:26])[C:22]([F:25])([F:24])[F:23])[C:7]1[CH:20]=[CH:19][C:10]2[C@H:11]([CH2:14][C:15]([O:17][CH3:18])=[O:16])[CH2:12][O:13][C:9]=2[CH:8]=1)=O. (4) Given the product [NH2:48][C:47]1[N:54]=[C:22]([C:7]2[C:8]([O:12][CH2:13][C:14]3[CH:19]=[CH:18][C:17]([O:20][CH3:21])=[CH:16][CH:15]=3)=[CH:9][CH:10]=[CH:11][C:6]=2[O:5][CH2:4][CH:1]2[CH2:3][CH2:2]2)[CH:23]=[C:25]([CH:27]2[CH2:32][CH2:31][CH2:30][N:29]([C:33]([O:35][C:36]([CH3:39])([CH3:38])[CH3:37])=[O:34])[CH2:28]2)[C:46]=1[C:45]([O:44][C:40]([CH3:43])([CH3:42])[CH3:41])=[O:49], predict the reactants needed to synthesize it. The reactants are: [CH:1]1([CH2:4][O:5][C:6]2[CH:11]=[CH:10][CH:9]=[C:8]([O:12][CH2:13][C:14]3[CH:19]=[CH:18][C:17]([O:20][CH3:21])=[CH:16][CH:15]=3)[C:7]=2[C:22](=O)[CH3:23])[CH2:3][CH2:2]1.[CH:25]([CH:27]1[CH2:32][CH2:31][CH2:30][N:29]([C:33]([O:35][C:36]([CH3:39])([CH3:38])[CH3:37])=[O:34])[CH2:28]1)=O.[C:40]([O:44][C:45](=[O:49])[CH2:46][C:47]#[N:48])([CH3:43])([CH3:42])[CH3:41].C([O-])(=O)C.[NH4+:54].C1(Cl)C(=O)C(Cl)=C(Cl)C(=O)C=1Cl.O=C1O[C@H]([C@H](CO)O)C(O)=C1O. (5) Given the product [C:35]([C:38]1[CH:43]=[C:42]([C:23]2[CH:24]=[C:25]([C:28]([F:31])([F:30])[F:29])[CH:26]=[CH:27][C:22]=2[O:21][C:16]2[CH:15]=[C:14]([CH:19]=[C:18]([CH3:20])[CH:17]=2)[O:13][C:10]2[CH:11]=[CH:12][C:7]([CH2:6][CH2:5][C:4]([OH:3])=[O:34])=[C:8]([CH3:33])[CH:9]=2)[CH:41]=[CH:40][CH:39]=1)(=[O:37])[CH3:36], predict the reactants needed to synthesize it. The reactants are: C([O:3][C:4](=[O:34])[CH2:5][CH2:6][C:7]1[CH:12]=[CH:11][C:10]([O:13][C:14]2[CH:19]=[C:18]([CH3:20])[CH:17]=[C:16]([O:21][C:22]3[CH:27]=[CH:26][C:25]([C:28]([F:31])([F:30])[F:29])=[CH:24][C:23]=3Br)[CH:15]=2)=[CH:9][C:8]=1[CH3:33])C.[C:35]([C:38]1[CH:39]=[C:40](B(O)O)[CH:41]=[CH:42][CH:43]=1)(=[O:37])[CH3:36]. (6) Given the product [OH:31][C:28]1([CH2:32][CH2:33][N:34]2[CH2:39][CH2:38][C@H:37]([OH:40])[C@@H:36]([CH3:41])[CH2:35]2)[CH2:29][CH2:30][CH:25]([NH:24][C:21]([C:15]2[NH:16][C:17]3[C:13]([CH:14]=2)=[C:12]([O:11][CH2:10][CH2:9][C:6]2[CH:7]=[N:8][C:3]([O:2][CH3:1])=[CH:4][CH:5]=2)[CH:20]=[CH:19][CH:18]=3)=[O:23])[CH2:26][CH2:27]1, predict the reactants needed to synthesize it. The reactants are: [CH3:1][O:2][C:3]1[N:8]=[CH:7][C:6]([CH2:9][CH2:10][O:11][C:12]2[CH:20]=[CH:19][CH:18]=[C:17]3[C:13]=2[CH:14]=[C:15]([C:21]([OH:23])=O)[NH:16]3)=[CH:5][CH:4]=1.[NH2:24][CH:25]1[CH2:30][CH2:29][C:28]([CH2:32][CH2:33][N:34]2[CH2:39][CH2:38][C@H:37]([OH:40])[C@@H:36]([CH3:41])[CH2:35]2)([OH:31])[CH2:27][CH2:26]1. (7) The reactants are: [NH2:1][C:2]1[CH:3]=[C:4]2[C:9](=[CH:10][CH:11]=1)[C:8]([N:12]([C:20]([O:22][C:23]([CH3:26])([CH3:25])[CH3:24])=[O:21])[C:13]([O:15][C:16]([CH3:19])([CH3:18])[CH3:17])=[O:14])=[N:7][CH:6]=[CH:5]2.[F:27][CH2:28][C@H:29]([C:32]1[CH:37]=[CH:36][C:35](B(O)O)=[CH:34][C:33]=1[CH3:41])[CH2:30][OH:31].O.[C:43]([OH:47])(=O)[CH:44]=O.Cl.[CH:49]1([S:52]([C:55]2[CH:61]=[CH:60][C:58]([NH2:59])=[CH:57][C:56]=2[CH2:62][NH:63][CH3:64])(=[O:54])=[O:53])[CH2:51][CH2:50]1.CCN(C(C)C)C(C)C.F[P-](F)(F)(F)(F)F.N1(O[P+](N(C)C)(N(C)C)N(C)C)C2C=CC=CC=2N=N1. Given the product [NH2:59][C:58]1[CH:60]=[CH:61][C:55]([S:52]([CH:49]2[CH2:51][CH2:50]2)(=[O:54])=[O:53])=[C:56]([CH2:62][N:63]([CH3:64])[C:43]([CH:44]([NH:1][C:2]2[CH:3]=[C:4]3[C:9](=[CH:10][CH:11]=2)[C:8]([N:12]([C:13]([O:15][C:16]([CH3:17])([CH3:18])[CH3:19])=[O:14])[C:20](=[O:21])[O:22][C:23]([CH3:26])([CH3:25])[CH3:24])=[N:7][CH:6]=[CH:5]3)[C:35]2[CH:36]=[CH:37][C:32]([C@H:29]([CH2:30][OH:31])[CH2:28][F:27])=[C:33]([CH3:41])[CH:34]=2)=[O:47])[CH:57]=1, predict the reactants needed to synthesize it. (8) Given the product [OH:78][C@@H:75]1[CH2:76][CH2:77][C@H:73]([NH:72][C:30]([C:29]2[C:23]3[C:24](=[N:25][CH:26]=[C:21]([C:15]4[C:14]5[C:18](=[CH:19][C:11]([F:10])=[CH:12][CH:13]=5)[N:17]([CH3:20])[N:16]=4)[N:22]=3)[N:27]([CH2:33][O:34][CH2:35][CH2:36][Si:37]([CH3:40])([CH3:39])[CH3:38])[CH:28]=2)=[O:32])[CH2:74]1, predict the reactants needed to synthesize it. The reactants are: C(N(CC)C(C)C)(C)C.[F:10][C:11]1[CH:19]=[C:18]2[C:14]([C:15]([C:21]3[N:22]=[C:23]4[C:29]([C:30]([OH:32])=O)=[CH:28][N:27]([CH2:33][O:34][CH2:35][CH2:36][Si:37]([CH3:40])([CH3:39])[CH3:38])[C:24]4=[N:25][CH:26]=3)=[N:16][N:17]2[CH3:20])=[CH:13][CH:12]=1.CN(C(ON1N=NC2C=CC=NC1=2)=[N+](C)C)C.F[P-](F)(F)(F)(F)F.FC(F)(F)C(O)=O.[NH2:72][C@@H:73]1[CH2:77][CH2:76][C@H:75]([OH:78])[CH2:74]1. (9) Given the product [Cl:8][C:9]1[CH:17]=[CH:16][C:12]([C:13](=[O:15])[NH:58][C@@H:59]([C:63]2[CH:68]=[CH:67][CH:66]=[CH:65][CH:64]=2)[CH2:60][CH2:61][OH:62])=[CH:11][C:10]=1[NH:18][C:19]([C:21]1[C:32](=[O:33])[NH:31][C:24]2[N:25]=[C:26]([O:29][CH3:30])[N:27]=[CH:28][C:23]=2[CH:22]=1)=[O:20], predict the reactants needed to synthesize it. The reactants are: C(N(CC)CC)C.[Cl:8][C:9]1[CH:17]=[CH:16][C:12]([C:13]([OH:15])=O)=[CH:11][C:10]=1[NH:18][C:19]([C:21]1[C:32](=[O:33])[NH:31][C:24]2[N:25]=[C:26]([O:29][CH3:30])[N:27]=[CH:28][C:23]=2[CH:22]=1)=[O:20].CN(C(ON1N=NC2C=CC=NC1=2)=[N+](C)C)C.F[P-](F)(F)(F)(F)F.[NH2:58][C@@H:59]([C:63]1[CH:68]=[CH:67][CH:66]=[CH:65][CH:64]=1)[CH2:60][CH2:61][OH:62]. (10) Given the product [C:28]([C:2]1[CH:7]=[CH:6][C:5]([S:8]([C:11]2[CH:12]=[CH:13][C:14]([CH3:27])=[C:15]([S:17]([NH:20][CH:21]3[CH2:26][CH2:25][O:24][CH2:23][CH2:22]3)(=[O:18])=[O:19])[CH:16]=2)(=[O:9])=[O:10])=[CH:4][CH:3]=1)#[N:29], predict the reactants needed to synthesize it. The reactants are: Br[C:2]1[CH:7]=[CH:6][C:5]([S:8]([C:11]2[CH:12]=[CH:13][C:14]([CH3:27])=[C:15]([S:17]([NH:20][CH:21]3[CH2:26][CH2:25][O:24][CH2:23][CH2:22]3)(=[O:19])=[O:18])[CH:16]=2)(=[O:10])=[O:9])=[CH:4][CH:3]=1.[CH3:28][N:29](C=O)C.